Dataset: Peptide-MHC class I binding affinity with 185,985 pairs from IEDB/IMGT. Task: Regression. Given a peptide amino acid sequence and an MHC pseudo amino acid sequence, predict their binding affinity value. This is MHC class I binding data. (1) The peptide sequence is LEFFLMVLLI. The MHC is HLA-B44:03 with pseudo-sequence HLA-B44:03. The binding affinity (normalized) is 0.158. (2) The peptide sequence is CLGNQLLIA. The MHC is Mamu-A2601 with pseudo-sequence Mamu-A2601. The binding affinity (normalized) is 0.116. (3) The peptide sequence is EIASPVLVM. The MHC is HLA-A26:01 with pseudo-sequence HLA-A26:01. The binding affinity (normalized) is 0.689. (4) The MHC is HLA-B27:05 with pseudo-sequence HLA-B27:05. The peptide sequence is SLYKYLLLR. The binding affinity (normalized) is 0.278. (5) The peptide sequence is RPGPVKFSL. The MHC is HLA-A24:03 with pseudo-sequence HLA-A24:03. The binding affinity (normalized) is 0.0847. (6) The peptide sequence is SCLENFRAYV. The MHC is HLA-A02:01 with pseudo-sequence HLA-A02:01. The binding affinity (normalized) is 0.722.